Dataset: Retrosynthesis with 50K atom-mapped reactions and 10 reaction types from USPTO. Task: Predict the reactants needed to synthesize the given product. (1) Given the product Cc1cc(CC2CCN(Cc3cccc(F)c3)CC2)cc2c1C(=O)N(CC1CC1)C2, predict the reactants needed to synthesize it. The reactants are: Cc1cc(CC2CCNCC2)cc2c1C(=O)N(CC1CC1)C2.O=Cc1cccc(F)c1. (2) Given the product Fc1ccc(CN2CCN(c3nc4ccncc4nc3Cl)CC2)c(F)c1, predict the reactants needed to synthesize it. The reactants are: Clc1nc2ccncc2nc1Cl.Fc1ccc(CN2CCNCC2)c(F)c1. (3) Given the product CC(C)(CCCC#N)C(=O)c1c[nH]c2ncc(Br)nc12, predict the reactants needed to synthesize it. The reactants are: Brc1cnc2[nH]ccc2n1.CC(C)(CCCC#N)C(=O)Cl. (4) Given the product c1ccc2c3c([nH]c2c1)CCC3, predict the reactants needed to synthesize it. The reactants are: NNc1ccccc1.O=C1CCCC1.